Task: Predict the reaction yield, written as a fraction of the theoretical maximum amount of product (1.0 means a 100% yield; for example, 0.34 means a 34% yield).. Dataset: Reaction yield outcomes from USPTO patents with 853,638 reactions The reactants are [CH3:1][C:2]1([N:12]2[CH2:17][CH2:16][C:15](=O)[CH2:14][CH2:13]2)[C:11]2[C:6](=[CH:7][CH:8]=[CH:9][CH:10]=2)[CH2:5][CH2:4][CH2:3]1.[NH2:19][C:20]1[CH:25]=[CH:24][CH:23]=[CH:22][C:21]=1[CH2:26][C:27]([O:29]C)=O.C(O)(=O)C.C(O[BH-](OC(=O)C)OC(=O)C)(=O)C.[Na+]. The catalyst is ClCCl. The product is [CH3:1][C:2]1([N:12]2[CH2:17][CH2:16][CH:15]([N:19]3[C:20]4[C:21](=[CH:22][CH:23]=[CH:24][CH:25]=4)[CH2:26][C:27]3=[O:29])[CH2:14][CH2:13]2)[C:11]2[C:6](=[CH:7][CH:8]=[CH:9][CH:10]=2)[CH2:5][CH2:4][CH2:3]1. The yield is 0.690.